From a dataset of Full USPTO retrosynthesis dataset with 1.9M reactions from patents (1976-2016). Predict the reactants needed to synthesize the given product. (1) Given the product [C:31]1([N:30]([C:49]2[CH:50]=[CH:51][CH:52]=[CH:53][CH:54]=2)[C:24]2[CH:25]=[CH:26][C:27]([C:18]3[CH:19]=[CH:20][C:15]([NH:14][C:9]4[CH:10]=[CH:11][CH:12]=[CH:13][CH:8]=4)=[CH:16][CH:17]=3)=[CH:28][CH:29]=2)[CH:32]=[CH:33][CH:34]=[CH:35][CH:36]=1, predict the reactants needed to synthesize it. The reactants are: IC1C=CC([C:8]2[CH:13]=[CH:12][CH:11]=[CH:10][C:9]=2[N:14](C(=O)C)[C:15]2[CH:20]=[CH:19][CH:18]=[CH:17][CH:16]=2)=CC=1.[C:24]1([NH:30][C:31]2[CH:36]=[CH:35][CH:34]=[CH:33][CH:32]=2)[CH:29]=[CH:28][CH:27]=[CH:26][CH:25]=1.C(=O)([O-])[O-].[K+].[K+].[CH3:49][CH2:50][CH2:51][CH2:52][CH2:53][CH2:54][CH2:49][CH2:50][CH2:51][CH2:52][CH2:53][CH3:54].[OH-].[K+]. (2) Given the product [NH2:7][S:8]([C:11]1[S:15][C:14]([CH:16]([CH3:17])[C:22]([NH:24][C:25]2[CH:30]=[CH:29][C:28]([O:31][CH2:32][CH3:33])=[CH:27][CH:26]=2)=[O:23])=[N:13][C:12]=1[CH3:34])(=[O:9])=[O:10], predict the reactants needed to synthesize it. The reactants are: [H-].[Al+3].[Li+].[H-].[H-].[H-].[NH2:7][S:8]([C:11]1[S:15][C:14](=[C:16]([C:22]([NH:24][C:25]2[CH:30]=[CH:29][C:28]([O:31][CH2:32][CH3:33])=[CH:27][CH:26]=2)=[O:23])[C:17](OCC)=O)[NH:13][C:12]=1[CH3:34])(=[O:10])=[O:9]. (3) Given the product [NH2:43][C:40]1[N:41]=[CH:42][C:37]([C:2]2[C:3]3[CH2:17][CH2:16][N:15]([CH:18]4[CH2:21][N:20]([C:22]([O:24][C:25]([CH3:26])([CH3:28])[CH3:27])=[O:23])[CH2:19]4)[C:4]=3[N:5]=[C:6]([N:8]3[CH2:13][CH2:12][O:11][CH2:10][C@@H:9]3[CH3:14])[N:7]=2)=[CH:38][N:39]=1, predict the reactants needed to synthesize it. The reactants are: Cl[C:2]1[C:3]2[CH2:17][CH2:16][N:15]([CH:18]3[CH2:21][N:20]([C:22]([O:24][C:25]([CH3:28])([CH3:27])[CH3:26])=[O:23])[CH2:19]3)[C:4]=2[N:5]=[C:6]([N:8]2[CH2:13][CH2:12][O:11][CH2:10][C@@H:9]2[CH3:14])[N:7]=1.CC1(C)C(C)(C)OB([C:37]2[CH:38]=[N:39][C:40]([NH2:43])=[N:41][CH:42]=2)O1.[F-].[Cs+].